This data is from Full USPTO retrosynthesis dataset with 1.9M reactions from patents (1976-2016). The task is: Predict the reactants needed to synthesize the given product. (1) Given the product [CH2:1]([O:3][C:4](=[O:39])[CH2:5][C:6]1[CH:7]=[C:8]([C:14]2[CH:19]=[CH:18][C:17]([C:20]([F:22])([F:21])[F:23])=[CH:16][C:15]=2[CH2:24][N:25]([CH2:37][CH3:38])[C:26]([NH:34][C:35]#[N:36])=[N:45][CH2:40][C:41]([CH3:44])([CH3:43])[CH3:42])[C:9]([O:12][CH3:13])=[CH:10][CH:11]=1)[CH3:2], predict the reactants needed to synthesize it. The reactants are: [CH2:1]([O:3][C:4](=[O:39])[CH2:5][C:6]1[CH:7]=[C:8]([C:14]2[CH:19]=[CH:18][C:17]([C:20]([F:23])([F:22])[F:21])=[CH:16][C:15]=2[CH2:24][N:25]([CH2:37][CH3:38])[C:26](=[N:34][C:35]#[N:36])OC2C=CC=CC=2)[C:9]([O:12][CH3:13])=[CH:10][CH:11]=1)[CH3:2].[CH2:40]([NH2:45])[C:41]([CH3:44])([CH3:43])[CH3:42]. (2) Given the product [Br:26][C:21]1[CH:22]=[C:23]2[C:18](=[CH:19][CH:20]=1)[N:17]=[CH:16][C:15]([C:13]([O:12][CH2:10][CH3:11])=[O:14])=[C:24]2[NH:9][C:6]1[CH:7]=[CH:8][C:3]([O:2][CH3:1])=[CH:4][CH:5]=1, predict the reactants needed to synthesize it. The reactants are: [CH3:1][O:2][C:3]1[CH:8]=[CH:7][C:6]([NH2:9])=[CH:5][CH:4]=1.[CH2:10]([O:12][C:13]([C:15]1[CH:16]=[N:17][C:18]2[C:23]([C:24]=1Cl)=[CH:22][C:21]([Br:26])=[CH:20][CH:19]=2)=[O:14])[CH3:11]. (3) Given the product [CH3:31][C:26]1[CH:25]=[C:24]([P:15]([C:16]2[CH:17]=[C:18]([CH3:23])[CH:19]=[C:20]([CH3:22])[CH:21]=2)[C:2]2[CH:7]=[CH:6][CH:5]=[C:4]([CH3:8])[N:3]=2)[CH:29]=[C:28]([CH3:30])[CH:27]=1, predict the reactants needed to synthesize it. The reactants are: Br[C:2]1[CH:7]=[CH:6][CH:5]=[C:4]([CH3:8])[N:3]=1.C([Li])CCC.Cl[P:15]([C:24]1[CH:29]=[C:28]([CH3:30])[CH:27]=[C:26]([CH3:31])[CH:25]=1)[C:16]1[CH:21]=[C:20]([CH3:22])[CH:19]=[C:18]([CH3:23])[CH:17]=1.[Cl-].[Na+]. (4) Given the product [Cl:2][CH2:3][CH2:4][N:5]([CH2:13][CH2:14][Cl:15])[C:6]1[CH:11]=[CH:10][C:9]([NH:12][C:33]([NH:32][C:28]2[CH:29]=[CH:30][CH:31]=[C:26]([N+:23]([O-:25])=[O:24])[CH:27]=2)=[O:34])=[CH:8][CH:7]=1, predict the reactants needed to synthesize it. The reactants are: Cl.[Cl:2][CH2:3][CH2:4][N:5]([CH2:13][CH2:14][Cl:15])[C:6]1[CH:11]=[CH:10][C:9]([NH2:12])=[CH:8][CH:7]=1.C(N(CC)CC)C.[N+:23]([C:26]1[CH:27]=[C:28]([N:32]=[C:33]=[O:34])[CH:29]=[CH:30][CH:31]=1)([O-:25])=[O:24]. (5) Given the product [CH3:9][CH2:8][CH2:7][CH2:6][N:5]([C:10]([CH2:12][N:13]1[C@@H:17]([C:18]2[CH:23]=[CH:22][C:21]([O:24][CH3:25])=[CH:20][CH:19]=2)[C@H:16]([C:26]([OH:28])=[O:27])[C@@H:15]([C:29]2[CH:30]=[CH:31][C:32]3[O:37][CH2:36][O:35][C:33]=3[CH:34]=2)[CH2:14]1)=[O:11])[CH2:4][CH2:3][CH2:2][CH3:1].[ClH:38], predict the reactants needed to synthesize it. The reactants are: [CH3:1][CH2:2][CH2:3][CH2:4][N:5]([C:10]([CH2:12][N:13]1[C@@H:17]([C:18]2[CH:19]=[CH:20][C:21]([O:24][CH3:25])=[CH:22][CH:23]=2)[C@H:16]([C:26]([OH:28])=[O:27])[C@@H:15]([C:29]2[CH:30]=[CH:31][C:32]3[O:37][CH2:36][O:35][C:33]=3[CH:34]=2)[CH2:14]1)=[O:11])[CH2:6][CH2:7][CH2:8][CH3:9].[ClH:38]. (6) Given the product [Cl:1][C:2]1[CH:7]=[C:6]([N:8]([CH3:14])[C:9](=[O:11])[CH3:10])[CH:5]=[CH:4][N:3]=1, predict the reactants needed to synthesize it. The reactants are: [Cl:1][C:2]1[CH:7]=[C:6]([NH:8][C:9](=[O:11])[CH3:10])[CH:5]=[CH:4][N:3]=1.[OH-].[K+].[CH3:14]I. (7) Given the product [Cl:1][C:2]1[CH:3]=[C:4]([N:27]([C@H:28]2[CH2:29][CH2:30][C@H:31]([N:34]([CH3:35])[CH3:36])[CH2:32][CH2:33]2)[CH2:37][CH3:38])[C:5]([CH3:26])=[C:6]([CH:25]=1)[C:7]([NH:9][CH2:10][C:11]1[C:15]([N:16]2[CH2:17][CH2:18][CH2:19][CH2:20][CH2:21]2)=[N:14][N:13]([CH3:39])[C:12]=1[O:23][CH3:24])=[O:8], predict the reactants needed to synthesize it. The reactants are: [Cl:1][C:2]1[CH:3]=[C:4]([N:27]([CH2:37][CH3:38])[C@H:28]2[CH2:33][CH2:32][C@H:31]([N:34]([CH3:36])[CH3:35])[CH2:30][CH2:29]2)[C:5]([CH3:26])=[C:6]([CH:25]=1)[C:7]([NH:9][CH2:10][C:11]1[C:12]([O:23][CH3:24])=[N:13][N:14](C)[C:15]=1[N:16]1[CH2:21][CH2:20][CH2:19][CH2:18][CH2:17]1)=[O:8].[CH3:39]N1C(=O)C(C#N)=C(N2CCCCC2)N1. (8) The reactants are: [Br:1][C:2]1[CH:7]=[CH:6][C:5](N)=[CH:4][CH:3]=1.N([O-])=O.[Na+].[CH3:13][O:14][C:15](=[O:18])[CH2:16][SH:17].C(=O)([O-])O.[Na+]. Given the product [CH3:13][O:14][C:15](=[O:18])[CH2:16][S:17][C:5]1[CH:6]=[CH:7][C:2]([Br:1])=[CH:3][CH:4]=1, predict the reactants needed to synthesize it. (9) Given the product [F:1][C:2]([F:23])([F:22])[C:3]([OH:25])=[O:4].[N:14]1[C:13]([C:10]2[CH:11]=[CH:12][C:7]([NH:5][CH3:3])=[CH:8][CH:9]=2)=[CH:21][N:16]2[CH:17]=[CH:18][CH:19]=[CH:20][C:15]=12, predict the reactants needed to synthesize it. The reactants are: [F:1][C:2]([F:23])([F:22])[C:3]([N:5]([C:7]1[CH:12]=[CH:11][C:10]([C:13]2[N:14]=[C:15]3[CH:20]=[CH:19][CH:18]=[CH:17][N:16]3[CH:21]=2)=[CH:9][CH:8]=1)C)=[O:4].C(=O)([O-])[O-:25].[K+].[K+].O.